Predict the product of the given reaction. From a dataset of Forward reaction prediction with 1.9M reactions from USPTO patents (1976-2016). (1) Given the reactants N1C2C(=CC=CC=2)C(=O)C1=[O:3].[NH:12]1[C:20]2[C:15](=[CH:16][CH:17]=[C:18]3[CH2:24][CH2:23][CH2:22][CH2:21][C:19]3=2)[C:14](=O)[C:13]1=[O:26].[OH-].[Na+].C([O:32][CH2:33][C:34](=O)[C:35]([CH3:43])([C:37]1[CH:42]=[CH:41][CH:40]=[CH:39][CH:38]=1)[CH3:36])(=O)C, predict the reaction product. The product is: [OH:32][C:33]1[C:34]([C:35]([C:37]2[CH:38]=[CH:39][CH:40]=[CH:41][CH:42]=2)([CH3:36])[CH3:43])=[N:12][C:20]2[C:15]([C:14]=1[C:13]([OH:26])=[O:3])=[CH:16][CH:17]=[C:18]1[CH2:24][CH2:23][CH2:22][CH2:21][C:19]=21. (2) Given the reactants [CH2:1]([O:3][C:4]([C:6]1[N:7]([CH3:29])[C:8]([CH2:27][CH3:28])=[C:9]([C:25]#[N:26])[C:10]=1[C:11]1[CH:16]=[CH:15][C:14]([O:17]CC2C=CC=CC=2)=[CH:13][CH:12]=1)=[O:5])[CH3:2].CCO.C1COCC1, predict the reaction product. The product is: [CH2:1]([O:3][C:4]([C:6]1[N:7]([CH3:29])[C:8]([CH2:27][CH3:28])=[C:9]([C:25]#[N:26])[C:10]=1[C:11]1[CH:16]=[CH:15][C:14]([OH:17])=[CH:13][CH:12]=1)=[O:5])[CH3:2]. (3) Given the reactants C[O:2][C:3]([C:5]1[N:6]([CH3:17])[C:7]2[C:15]([CH:16]=1)=[CH:14][CH:13]=[C:12]1[C:8]=2[CH:9]=[N:10][NH:11]1)=[O:4], predict the reaction product. The product is: [CH3:17][N:6]1[C:7]2[C:15](=[CH:14][CH:13]=[C:12]3[C:8]=2[CH:9]=[N:10][NH:11]3)[CH:16]=[C:5]1[C:3]([OH:4])=[O:2]. (4) Given the reactants Br[C:2]1[CH:7]=[CH:6][C:5]([N:8]2[C:20]3[CH:19]=[CH:18][CH:17]=[CH:16][C:15]=3[C:14]3[C:9]2=[CH:10][CH:11]=[CH:12][CH:13]=3)=[CH:4][CH:3]=1.C([O-])([O-])=O.[K+].[K+].O1[CH2:32][CH2:31][O:30][CH2:29]C1, predict the reaction product. The product is: [CH3:29][O:30][C:31]1[CH:32]=[CH:4][C:3]([C:2]2[CH:7]=[CH:6][C:5]([N:8]3[C:9]4[CH:10]=[CH:11][CH:12]=[CH:13][C:14]=4[C:15]4[C:20]3=[CH:19][CH:18]=[CH:17][CH:16]=4)=[CH:4][CH:3]=2)=[CH:2][CH:7]=1. (5) Given the reactants [F:1][C:2]1[C:3]([CH:15]=[O:16])=[CH:4][C:5]([N+:12]([O-:14])=[O:13])=[C:6]([NH:8][C:9](=[O:11])[CH3:10])[CH:7]=1.CC(=CC)C.[O-:22]Cl=O.[Na+], predict the reaction product. The product is: [C:9]([NH:8][C:6]1[C:5]([N+:12]([O-:14])=[O:13])=[CH:4][C:3]([C:15]([OH:22])=[O:16])=[C:2]([F:1])[CH:7]=1)(=[O:11])[CH3:10].